From a dataset of Peptide-MHC class I binding affinity with 185,985 pairs from IEDB/IMGT. Regression. Given a peptide amino acid sequence and an MHC pseudo amino acid sequence, predict their binding affinity value. This is MHC class I binding data. The peptide sequence is KSFQWTQAL. The MHC is H-2-Kb with pseudo-sequence H-2-Kb. The binding affinity (normalized) is 0.793.